This data is from Retrosynthesis with 50K atom-mapped reactions and 10 reaction types from USPTO. The task is: Predict the reactants needed to synthesize the given product. Given the product COc1cnc2ccc(Br)cc2n1, predict the reactants needed to synthesize it. The reactants are: Clc1cnc2ccc(Br)cc2n1.O=C([O-])[O-].